This data is from Catalyst prediction with 721,799 reactions and 888 catalyst types from USPTO. The task is: Predict which catalyst facilitates the given reaction. (1) Reactant: [NH2:1][C:2]1[CH:7]=[CH:6][C:5]([Br:8])=[CH:4][C:3]=1[C:9]([C:11]1[CH:16]=[CH:15][CH:14]=[CH:13][CH:12]=1)=O.[CH3:17][C:18]([S:21]([NH2:23])=[O:22])([CH3:20])[CH3:19].O. Product: [NH2:1][C:2]1[CH:7]=[CH:6][C:5]([Br:8])=[CH:4][C:3]=1[C:9]([C:11]1[CH:16]=[CH:15][CH:14]=[CH:13][CH:12]=1)=[N:23][S:21]([C:18]([CH3:20])([CH3:19])[CH3:17])=[O:22]. The catalyst class is: 1. (2) Reactant: [CH2:1]([C:5]1([CH2:13][O:14][CH3:15])[CH2:10][O:9][C:8]([CH3:12])([CH3:11])[O:7][CH2:6]1)[CH:2]([CH3:4])[CH3:3].[CH2:16](OCC)C.C[Mg]I.CCCCCC.C(OCC)(=O)C. Product: [C:8]([O:9][CH2:10][C:5]([CH2:13][O:14][CH3:15])([CH2:1][CH:2]([CH3:3])[CH3:4])[CH2:6][OH:7])([CH3:16])([CH3:12])[CH3:11]. The catalyst class is: 11.